From a dataset of Full USPTO retrosynthesis dataset with 1.9M reactions from patents (1976-2016). Predict the reactants needed to synthesize the given product. Given the product [CH2:11]([C:13]([CH3:19])([CH2:17][CH3:18])[CH2:14][CH:15]=[O:16])[CH3:12], predict the reactants needed to synthesize it. The reactants are: C(Cl)(=O)C(Cl)=O.CS(C)=O.[CH2:11]([C:13]([CH3:19])([CH2:17][CH3:18])[CH2:14][CH2:15][OH:16])[CH3:12].C(N(CC)CC)C.